From a dataset of Forward reaction prediction with 1.9M reactions from USPTO patents (1976-2016). Predict the product of the given reaction. (1) Given the reactants C(NCC=O)(OC[CH:5]1[C:17]2[C:12](=[CH:13][CH:14]=[CH:15][CH:16]=2)C2C1=CC=CC=2)=O.[H-].[Na+].S(N1[CH:38]=[CH:37][N:36]=[CH:35]1)(C1C=CC(C)=CC=1)(=O)=O.[O:39]1CCC[CH2:40]1, predict the reaction product. The product is: [CH2:5]([N:36]1[CH2:37][CH2:38][O:39][CH2:40][CH2:35]1)[C:17]1[CH:12]=[CH:13][CH:14]=[CH:15][CH:16]=1. (2) Given the reactants Cl[C:2]1[N:6]([CH3:7])[N:5]=[C:4]([CH:8]([F:10])[F:9])[C:3]=1[CH:11]=[O:12].[CH3:13][N:14](P(N(C)C)(N(C)C)=O)[CH3:15].CNC, predict the reaction product. The product is: [F:9][CH:8]([F:10])[C:4]1[C:3]([CH:11]=[O:12])=[C:2]([N:14]([CH3:15])[CH3:13])[N:6]([CH3:7])[N:5]=1.